From a dataset of Catalyst prediction with 721,799 reactions and 888 catalyst types from USPTO. Predict which catalyst facilitates the given reaction. Reactant: C([O:8][C:9](=O)[C@@H:10]([NH:26][C:27]([O:29][C:30]([CH3:33])([CH3:32])[CH3:31])=[O:28])[CH2:11][C:12]([N:14]1[CH2:17][CH:16]([O:18][C:19]2[CH:24]=[CH:23][C:22]([Cl:25])=[CH:21][CH:20]=2)[CH2:15]1)=O)C1C=CC=CC=1.[H-].[Al+3].[Li+].[H-].[H-].[H-]. Product: [C:30]([O:29][C:27](=[O:28])[NH:26][C@H:10]([CH2:9][OH:8])[CH2:11][CH2:12][N:14]1[CH2:15][CH:16]([O:18][C:19]2[CH:20]=[CH:21][C:22]([Cl:25])=[CH:23][CH:24]=2)[CH2:17]1)([CH3:31])([CH3:33])[CH3:32]. The catalyst class is: 1.